The task is: Predict the reactants needed to synthesize the given product.. This data is from Full USPTO retrosynthesis dataset with 1.9M reactions from patents (1976-2016). (1) The reactants are: Br[C:2]1[CH:10]=[C:9]([C:11]([OH:13])=[O:12])[C:8]([N+:14]([O-:16])=[O:15])=[CH:7][C:3]=1[C:4]([OH:6])=[O:5].C([O-])(=[O:19])C.[Na+].[OH-].[Na+]. Given the product [OH:19][C:2]1[CH:10]=[C:9]([C:11]([OH:13])=[O:12])[C:8]([N+:14]([O-:16])=[O:15])=[CH:7][C:3]=1[C:4]([OH:6])=[O:5], predict the reactants needed to synthesize it. (2) Given the product [CH:28]([O:27][C:25]([N:14]1[C:15]2[C:20](=[CH:19][CH:18]=[C:17]([CH3:23])[N:16]=2)[C:21](=[O:22])[C:12]([C:10]([O:9][CH2:7][CH3:8])=[O:11])=[CH:13]1)=[O:26])([CH3:30])[CH3:29], predict the reactants needed to synthesize it. The reactants are: N1C=CC=CC=1.[CH2:7]([O:9][C:10]([C:12]1[C:21](=[O:22])[C:20]2[C:15](=[N:16][C:17]([CH3:23])=[CH:18][CH:19]=2)[NH:14][CH:13]=1)=[O:11])[CH3:8].Cl[C:25]([O:27][CH:28]([CH3:30])[CH3:29])=[O:26]. (3) Given the product [C:1]1([C:7]2[N:11]=[CH:10][N:9]([CH2:13][CH2:14][C:15]([OH:17])=[O:16])[N:8]=2)[CH:2]=[CH:3][CH:4]=[CH:5][CH:6]=1, predict the reactants needed to synthesize it. The reactants are: [C:1]1([C:7]2[N:11]=[CH:10][NH:9][N:8]=2)[CH:6]=[CH:5][CH:4]=[CH:3][CH:2]=1.Cl[CH2:13][CH2:14][C:15]([OH:17])=[O:16].[OH-].[Na+].Cl. (4) Given the product [CH:11]([C:8]1[N:6]2[CH:7]=[C:2]([C:38]3[N:37]([C:35]([O:34][C:30]([CH3:33])([CH3:32])[CH3:31])=[O:36])[C:45]4[C:40]([CH:39]=3)=[CH:41][CH:42]=[CH:43][CH:44]=4)[CH:3]=[CH:4][C:5]2=[N:10][CH:9]=1)=[O:12], predict the reactants needed to synthesize it. The reactants are: Br[C:2]1[CH:3]=[CH:4][C:5]2[N:6]([C:8]([CH:11]=[O:12])=[CH:9][N:10]=2)[CH:7]=1.N1C=CC=C(C2C=CC3N(C(C=O)=CN=3)C=2)C=1.[C:30]([O:34][C:35]([N:37]1[C:45]2[C:40](=[CH:41][CH:42]=[CH:43][CH:44]=2)[CH:39]=[C:38]1B(O)O)=[O:36])([CH3:33])([CH3:32])[CH3:31].C([O-])([O-])=O.[Na+].[Na+]. (5) Given the product [CH3:15][C:14]([CH3:16])([CH2:36][C:35]1[CH:38]=[CH:39][C:32]([O:31][CH3:30])=[CH:33][CH:34]=1)[C:13]([OH:18])=[O:17], predict the reactants needed to synthesize it. The reactants are: C(NC(C)C)(C)C.C([Li])CCC.[C:13]([OH:18])(=[O:17])[CH:14]([CH3:16])[CH3:15].CN(C)P(N(C)C)(N(C)C)=O.[CH3:30][O:31][C:32]1[CH:39]=[CH:38][C:35]([CH2:36]Cl)=[CH:34][CH:33]=1.Cl.